From a dataset of Forward reaction prediction with 1.9M reactions from USPTO patents (1976-2016). Predict the product of the given reaction. (1) Given the reactants [CH:1]([S:4]([C:7]1[C:8]([C@H:13]2[C@H:17]([C:18]([O:20][CH2:21][CH3:22])=[O:19])[CH2:16][CH2:15][N:14]2C(OC(C)(C)C)=O)=[N:9][CH:10]=[CH:11][CH:12]=1)(=[O:6])=[O:5])([CH3:3])[CH3:2].Cl.O1CCOCC1, predict the reaction product. The product is: [CH:1]([S:4]([C:7]1[C:8]([C@H:13]2[C@H:17]([C:18]([O:20][CH2:21][CH3:22])=[O:19])[CH2:16][CH2:15][NH:14]2)=[N:9][CH:10]=[CH:11][CH:12]=1)(=[O:5])=[O:6])([CH3:3])[CH3:2]. (2) Given the reactants [Cl:1][C:2]1[CH:7]=[CH:6][CH:5]=[C:4]([NH:8][NH2:9])[N:3]=1.[F:10][C:11]([F:23])([F:22])[C:12](=O)[CH2:13][C:14]([C:16]1[O:17][CH:18]=[CH:19][CH:20]=1)=O, predict the reaction product. The product is: [Cl:1][C:2]1[CH:7]=[CH:6][CH:5]=[C:4]([N:8]2[C:14]([C:16]3[O:17][CH:18]=[CH:19][CH:20]=3)=[CH:13][C:12]([C:11]([F:23])([F:10])[F:22])=[N:9]2)[N:3]=1. (3) Given the reactants [NH2:1][C@@H:2]1[C:5](=[O:6])[NH:4][C@@H:3]1[CH2:7][N:8]1[N:12]=[C:11]([CH2:13][N:14]([C:22]([N:31]2[CH2:34][CH:33]([CH2:35][NH:36][C:37]([O:39][C:40]([CH3:43])([CH3:42])[CH3:41])=[O:38])[CH2:32]2)=[N:23][C:24]([O:26][C:27]([CH3:30])([CH3:29])[CH3:28])=[O:25])[C:15](=[O:21])[O:16][C:17]([CH3:20])([CH3:19])[CH3:18])[CH:10]=[N:9]1.[CH:44]([O:57][C:58]([C:60]1([O:63]/[N:64]=[C:65](/[C:69]2[N:70]=[C:71]([NH:74][C:75]([O:77][C:78]([CH3:81])([CH3:80])[CH3:79])=[O:76])[S:72][CH:73]=2)\[C:66](O)=[O:67])[CH2:62][CH2:61]1)=[O:59])([C:51]1[CH:56]=[CH:55][CH:54]=[CH:53][CH:52]=1)[C:45]1[CH:50]=[CH:49][CH:48]=[CH:47][CH:46]=1.CN(C(ON1N=NC2C=CC=NC1=2)=[N+](C)C)C.F[P-](F)(F)(F)(F)F.CCN(C(C)C)C(C)C, predict the reaction product. The product is: [C:17]([O:16][C:15]([N:14]([CH2:13][C:11]1[CH:10]=[N:9][N:8]([CH2:7][C@@H:3]2[C@H:2]([NH:1][C:66](=[O:67])/[C:65](=[N:64]\[O:63][C:60]3([C:58]([O:57][CH:44]([C:45]4[CH:50]=[CH:49][CH:48]=[CH:47][CH:46]=4)[C:51]4[CH:56]=[CH:55][CH:54]=[CH:53][CH:52]=4)=[O:59])[CH2:62][CH2:61]3)/[C:69]3[N:70]=[C:71]([NH:74][C:75]([O:77][C:78]([CH3:81])([CH3:80])[CH3:79])=[O:76])[S:72][CH:73]=3)[C:5](=[O:6])[NH:4]2)[N:12]=1)[C:22]([N:31]1[CH2:34][CH:33]([CH2:35][NH:36][C:37]([O:39][C:40]([CH3:43])([CH3:42])[CH3:41])=[O:38])[CH2:32]1)=[N:23][C:24]([O:26][C:27]([CH3:29])([CH3:30])[CH3:28])=[O:25])=[O:21])([CH3:20])([CH3:18])[CH3:19]. (4) Given the reactants [N+:1]([C:4]1[CH:47]=[CH:46][C:7]([O:8][CH2:9][CH2:10][CH2:11][CH2:12][CH2:13][CH2:14][Si:15]([CH3:45])([CH3:44])[O:16][Si:17]([CH3:43])([CH3:42])[O:18][Si:19]([CH3:41])([CH3:40])[O:20][Si:21]([CH2:24][CH2:25][CH2:26][CH2:27][CH2:28][CH2:29][O:30][C:31]2[CH:36]=[CH:35][C:34]([N+:37]([O-])=O)=[CH:33][CH:32]=2)([CH3:23])[CH3:22])=[CH:6][CH:5]=1)([O-])=O.[H][H], predict the reaction product. The product is: [NH2:1][C:4]1[CH:47]=[CH:46][C:7]([O:8][CH2:9][CH2:10][CH2:11][CH2:12][CH2:13][CH2:14][Si:15]([CH3:44])([CH3:45])[O:16][Si:17]([CH3:43])([CH3:42])[O:18][Si:19]([CH3:40])([CH3:41])[O:20][Si:21]([CH2:24][CH2:25][CH2:26][CH2:27][CH2:28][CH2:29][O:30][C:31]2[CH:32]=[CH:33][C:34]([NH2:37])=[CH:35][CH:36]=2)([CH3:22])[CH3:23])=[CH:6][CH:5]=1. (5) The product is: [CH3:1][C:2]1[CH:8]=[C:7]([CH3:9])[CH:6]=[C:5]([CH3:10])[C:3]=1[N:4]=[C:11]([C:16]1[CH:21]=[CH:20][CH:19]=[CH:18][CH:17]=1)[CH:12]([CH3:14])[CH3:13]. Given the reactants [CH3:1][C:2]1[CH:8]=[C:7]([CH3:9])[CH:6]=[C:5]([CH3:10])[C:3]=1[NH2:4].[C:11]([C:16]1[CH:21]=[CH:20][CH:19]=[CH:18][CH:17]=1)(=O)[CH:12]([CH3:14])[CH3:13].CC1C=CC(S(O)(=O)=O)=CC=1, predict the reaction product.